From a dataset of Full USPTO retrosynthesis dataset with 1.9M reactions from patents (1976-2016). Predict the reactants needed to synthesize the given product. (1) Given the product [F:27][C:28]1[CH:33]=[C:32]([C:2]2[CH:7]=[CH:6][C:5]([NH:8][S:9]([C:12]3[S:16][C:15]4[CH:17]=[CH:18][C:19]([F:21])=[CH:20][C:14]=4[C:13]=3[CH3:22])(=[O:10])=[O:11])=[C:4]([C:23]([F:25])([F:26])[F:24])[CH:3]=2)[CH:31]=[C:30]([F:37])[N:29]=1, predict the reactants needed to synthesize it. The reactants are: Br[C:2]1[CH:7]=[CH:6][C:5]([NH:8][S:9]([C:12]2[S:16][C:15]3[CH:17]=[CH:18][C:19]([F:21])=[CH:20][C:14]=3[C:13]=2[CH3:22])(=[O:11])=[O:10])=[C:4]([C:23]([F:26])([F:25])[F:24])[CH:3]=1.[F:27][C:28]1[CH:33]=[C:32](B(O)O)[CH:31]=[C:30]([F:37])[N:29]=1. (2) Given the product [N:11]1([C:14]2[CH:15]=[CH:16][C:17]([O:38][C:39]([F:40])([F:41])[F:42])=[C:18]([NH:20][C:21]3[N:30]=[CH:29][C:28]4[CH2:27][CH2:26][C:25]5[C:31]([C:35]([NH2:37])=[O:36])=[N:32][N:33]([CH3:34])[C:24]=5[C:23]=4[N:22]=3)[CH:19]=2)[CH2:10][CH2:9][NH:8][CH2:13][CH2:12]1, predict the reactants needed to synthesize it. The reactants are: C(OC([N:8]1[CH2:13][CH2:12][N:11]([C:14]2[CH:15]=[CH:16][C:17]([O:38][C:39]([F:42])([F:41])[F:40])=[C:18]([NH:20][C:21]3[N:30]=[CH:29][C:28]4[CH2:27][CH2:26][C:25]5[C:31]([C:35]([NH2:37])=[O:36])=[N:32][N:33]([CH3:34])[C:24]=5[C:23]=4[N:22]=3)[CH:19]=2)[CH2:10][CH2:9]1)=O)(C)(C)C. (3) Given the product [CH3:22][O:21][C:16]1[CH:17]=[CH:18][CH:19]=[CH:20][C:15]=1[S:14][C:11]1[CH:12]=[CH:13][C:8]([C:6]2[CH:5]=[CH:4][N:3]=[C:2]([N:37]3[CH2:38][CH2:39][CH:34]([OH:33])[CH2:35][CH2:36]3)[CH:7]=2)=[CH:9][C:10]=1[C:23]([F:26])([F:25])[F:24], predict the reactants needed to synthesize it. The reactants are: Cl[C:2]1[CH:7]=[C:6]([C:8]2[CH:13]=[CH:12][C:11]([S:14][C:15]3[CH:20]=[CH:19][CH:18]=[CH:17][C:16]=3[O:21][CH3:22])=[C:10]([C:23]([F:26])([F:25])[F:24])[CH:9]=2)[CH:5]=[CH:4][N:3]=1.OC1CCNC1.[OH:33][CH:34]1[CH2:39][CH2:38][NH:37][CH2:36][CH2:35]1. (4) Given the product [C:29]([C:31]1[CH:32]=[C:33]([NH:37][C:38]([O:39][CH2:40][CH2:41][C:42]2[C:47]([CH2:48][CH3:49])=[CH:46][C:45]([B:25]([OH:27])[OH:26])=[CH:44][C:43]=2[CH2:51][CH3:52])=[O:53])[CH:34]=[CH:35][CH:36]=1)#[N:30], predict the reactants needed to synthesize it. The reactants are: C(C1C=C(NC(=O)CCCC2C=CC([B:25]([OH:27])[OH:26])=CC=2)C=CC=1S(CC)(=O)=O)#N.[C:29]([C:31]1[CH:32]=[C:33]([NH:37][C:38](=[O:53])[O:39][CH2:40][CH2:41][C:42]2[C:47]([CH2:48][CH3:49])=[CH:46][C:45](Br)=[CH:44][C:43]=2[CH2:51][CH3:52])[CH:34]=[CH:35][CH:36]=1)#[N:30].